This data is from Forward reaction prediction with 1.9M reactions from USPTO patents (1976-2016). The task is: Predict the product of the given reaction. (1) Given the reactants BrC1C=CC(S(O[CH2:12][P:13]([O:17][CH2:18][CH3:19])([CH2:15][CH3:16])=[O:14])(=O)=O)=CC=1.[C:20]([C:23]1[C:31]2[C:26](=[CH:27][C:28]([OH:32])=[CH:29][CH:30]=2)[N:25]([CH2:33][C:34]([N:36]2[CH2:40][C@H:39]([F:41])[CH2:38][C@H:37]2[C:42]([NH:44][CH2:45][C:46]2[CH:51]=[CH:50][CH:49]=[C:48]([Cl:52])[C:47]=2[F:53])=[O:43])=[O:35])[CH:24]=1)(=[O:22])[CH3:21].C([O-])([O-])=O.[Cs+].[Cs+], predict the reaction product. The product is: [CH2:18]([O:17][P:13]([CH2:12][O:32][C:28]1[CH:27]=[C:26]2[C:31]([C:23]([C:20](=[O:22])[CH3:21])=[CH:24][N:25]2[CH2:33][C:34]([N:36]2[CH2:40][C@H:39]([F:41])[CH2:38][C@H:37]2[C:42](=[O:43])[NH:44][CH2:45][C:46]2[CH:51]=[CH:50][CH:49]=[C:48]([Cl:52])[C:47]=2[F:53])=[O:35])=[CH:30][CH:29]=1)([CH2:15][CH3:16])=[O:14])[CH3:19]. (2) Given the reactants [Cl:1][C:2]1[CH:7]=[CH:6][C:5]([CH2:8][CH:9]([NH:16][CH:17]=O)[CH:10]2[CH2:15][CH2:14][O:13][CH2:12][CH2:11]2)=[CH:4][C:3]=1[O:19][CH2:20][CH2:21][CH2:22][O:23][CH3:24].O=P(Cl)(Cl)Cl, predict the reaction product. The product is: [Cl:1][C:2]1[CH:7]=[C:6]2[C:5]([CH2:8][CH:9]([CH:10]3[CH2:15][CH2:14][O:13][CH2:12][CH2:11]3)[N:16]=[CH:17]2)=[CH:4][C:3]=1[O:19][CH2:20][CH2:21][CH2:22][O:23][CH3:24]. (3) Given the reactants [N+:1]([C:4]1[CH:12]=[CH:11][C:7]([C:8]([OH:10])=[O:9])=[CH:6][CH:5]=1)([O-:3])=[O:2].[C:13]([O:17][CH3:18])(=[O:16])[C:14]#[CH:15], predict the reaction product. The product is: [N+:1]([C:4]1[CH:5]=[CH:6][C:7]([C:8]([O:10][CH:15]=[CH:14][C:13]([O:17][CH3:18])=[O:16])=[O:9])=[CH:11][CH:12]=1)([O-:3])=[O:2]. (4) Given the reactants [ClH:1].C(OC([NH:9][CH2:10][C@H:11]1[CH2:16][CH2:15][C@H:14]([C:17]([NH:19][C@H:20]([C:53](=[O:66])[NH:54][C:55]2[CH:60]=[CH:59][C:58]([C:61]3[N:62]=[N:63][NH:64][N:65]=3)=[CH:57][CH:56]=2)[CH2:21][C:22]2[CH:23]=[CH:24][C:25]([O:51][CH3:52])=[C:26]([C:28]3[CH:33]=[CH:32][C:31]([C:34]([NH:36][CH:37]4[CH2:42][CH2:41][N:40](C(OC(C)(C)C)=O)[CH2:39][CH2:38]4)=[O:35])=[CH:30][C:29]=3[CH3:50])[CH:27]=2)=[O:18])[CH2:13][CH2:12]1)=O)(C)(C)C, predict the reaction product. The product is: [ClH:1].[NH2:9][CH2:10][C@H:11]1[CH2:16][CH2:15][C@H:14]([C:17]([NH:19][C@H:20]([C:53](=[O:66])[NH:54][C:55]2[CH:56]=[CH:57][C:58]([C:61]3[N:62]=[N:63][NH:64][N:65]=3)=[CH:59][CH:60]=2)[CH2:21][C:22]2[CH:23]=[CH:24][C:25]([O:51][CH3:52])=[C:26]([C:28]3[CH:33]=[CH:32][C:31]([C:34]([NH:36][CH:37]4[CH2:38][CH2:39][NH:40][CH2:41][CH2:42]4)=[O:35])=[CH:30][C:29]=3[CH3:50])[CH:27]=2)=[O:18])[CH2:13][CH2:12]1. (5) Given the reactants [CH3:1][C:2]1[CH:7]=[C:6]([C:8]#[C:9][CH3:10])[CH:5]=[C:4]([CH3:11])[C:3]=1[CH:12]1[C:16](=[O:17])[CH:15]([CH2:18][C:19]2[CH:24]=[CH:23][CH:22]=[CH:21][N:20]=2)[CH2:14][C:13]1=[O:25].C(N(C(C)C)C(C)C)C.Cl[C:36]([S:38][CH:39]([CH3:41])[CH3:40])=[O:37], predict the reaction product. The product is: [CH3:1][C:2]1[CH:7]=[C:6]([C:8]#[C:9][CH3:10])[CH:5]=[C:4]([CH3:11])[C:3]=1[C:12]1[C:16](=[O:17])[CH:15]([CH2:18][C:19]2[CH:24]=[CH:23][CH:22]=[CH:21][N:20]=2)[CH2:14][C:13]=1[O:25][C:36]([S:38][CH:39]([CH3:41])[CH3:40])=[O:37]. (6) Given the reactants [Cl:1][C:2]1[CH:3]=[C:4]([CH:16]=[CH:17][CH:18]=1)[C:5]([NH:7][C:8]1[CH:13]=[CH:12][C:11]([CH3:14])=[C:10]([OH:15])[CH:9]=1)=[O:6].C(=O)([O-])[O-].[K+].[K+].Br[CH2:26][C:27]1[C:35]2[C:30](=[N:31][CH:32]=[N:33][C:34]=2[Cl:36])[N:29]([CH3:37])[N:28]=1, predict the reaction product. The product is: [Cl:1][C:2]1[CH:3]=[C:4]([CH:16]=[CH:17][CH:18]=1)[C:5]([NH:7][C:8]1[CH:13]=[CH:12][C:11]([CH3:14])=[C:10]([O:15][CH2:26][C:27]2[C:35]3[C:30](=[N:31][CH:32]=[N:33][C:34]=3[Cl:36])[N:29]([CH3:37])[N:28]=2)[CH:9]=1)=[O:6]. (7) Given the reactants N[C@H](C(O)=O)C.[CH3:7][CH:8]1[CH2:13][CH2:12][CH2:11][CH2:10][C:9]1=O.[CH2:15]([NH2:18])[CH:16]=[CH2:17].S([O-])([O-])(=O)=O.[Mg+2], predict the reaction product. The product is: [CH2:15]([NH:18][C@@H:9]1[CH2:10][CH2:11][CH2:12][CH2:13][C@@H:8]1[CH3:7])[CH:16]=[CH2:17].